From a dataset of Forward reaction prediction with 1.9M reactions from USPTO patents (1976-2016). Predict the product of the given reaction. Given the reactants Br[C:2]1[CH:9]=[C:8]([O:10][CH3:11])[C:7]([O:12][CH3:13])=[CH:6][C:3]=1[CH:4]=[O:5].[N:14]1[CH:19]=[CH:18][CH:17]=[C:16](B(O)O)[CH:15]=1.C(=O)([O-])[O-].[Cs+].[Cs+], predict the reaction product. The product is: [CH3:11][O:10][C:8]1[C:7]([O:12][CH3:13])=[CH:6][C:3]([CH:4]=[O:5])=[C:2]([C:16]2[CH:15]=[N:14][CH:19]=[CH:18][CH:17]=2)[CH:9]=1.